This data is from Catalyst prediction with 721,799 reactions and 888 catalyst types from USPTO. The task is: Predict which catalyst facilitates the given reaction. (1) Reactant: C([O:3][C:4]([C:6]1[N:7]=[C:8]([C:11]2[NH:12][CH:13]=[CH:14][N:15]=2)[S:9][CH:10]=1)=O)C.[NH3:16]. Product: [NH:15]1[CH:14]=[CH:13][N:12]=[C:11]1[C:8]1[S:9][CH:10]=[C:6]([C:4]([NH2:16])=[O:3])[N:7]=1. The catalyst class is: 5. (2) Reactant: [NH2:1][C:2]1[CH:18]=[CH:17][CH:16]=[C:15]([N+:19]([O-])=O)[C:3]=1[C:4]([N:6]1[CH2:10][CH2:9][CH2:8][C@:7]1([CH3:14])[C:11]([OH:13])=[O:12])=[O:5].[H][H]. Product: [NH2:1][C:2]1[CH:18]=[CH:17][CH:16]=[C:15]([NH2:19])[C:3]=1[C:4]([N:6]1[CH2:10][CH2:9][CH2:8][C@:7]1([CH3:14])[C:11]([OH:13])=[O:12])=[O:5]. The catalyst class is: 19. (3) Reactant: Cl.Cl.Cl.[CH2:4]([N:11]1[CH2:16][CH2:15][N:14]([CH2:17][CH2:18][NH2:19])[CH2:13][CH2:12]1)[C:5]1[CH:10]=[CH:9][CH:8]=[CH:7][CH:6]=1.[CH3:20][C:21]1[NH:22][CH:23]=[C:24]([CH:26]=O)[N:25]=1.[C:28](O)(=[O:30])C.C(O[BH-](OC(=O)C)OC(=O)C)(=O)C.[Na+]. Product: [CH2:4]([N:11]1[CH2:12][CH2:13][N:14]([CH2:17][CH2:18][N:19]2[CH2:26][C:24]3=[CH:23][N:22]=[C:21]([CH3:20])[N:25]3[C:28]2=[O:30])[CH2:15][CH2:16]1)[C:5]1[CH:6]=[CH:7][CH:8]=[CH:9][CH:10]=1. The catalyst class is: 26. (4) Reactant: N12CCCN=C1CCCCC2.[F:12][C:13]([F:33])([F:32])[C:14]1[CH:15]=[C:16]([C:20]2[N:25]=[CH:24][N:23]=[C:22]([C:26]3[NH:27][O:28][C:29](=[O:31])[N:30]=3)[CH:21]=2)[CH:17]=[CH:18][CH:19]=1.[N:34]1([C:39](Cl)=[O:40])[CH2:38][CH2:37][CH2:36][CH2:35]1. Product: [N:34]1([C:39]([N:30]2[C:29](=[O:31])[O:28][N:27]=[C:26]2[C:22]2[CH:21]=[C:20]([C:16]3[CH:17]=[CH:18][CH:19]=[C:14]([C:13]([F:12])([F:32])[F:33])[CH:15]=3)[N:25]=[CH:24][N:23]=2)=[O:40])[CH2:38][CH2:37][CH2:36][CH2:35]1. The catalyst class is: 17. (5) Reactant: [CH2:1]1[C:9]2[C:4](=[CH:5][CH:6]=[CH:7][CH:8]=2)[C:3]([CH2:10][C:11]([N:13]2[CH2:18][CH2:17][C:16](=O)[CH2:15][CH2:14]2)=[O:12])=[CH:2]1.Cl.[NH2:21][OH:22].C([O-])(=O)C.[Na+]. Product: [CH2:1]1[C:9]2[C:4](=[CH:5][CH:6]=[CH:7][CH:8]=2)[C:3]([CH2:10][C:11]([N:13]2[CH2:18][CH2:17][C:16](=[N:21][OH:22])[CH2:15][CH2:14]2)=[O:12])=[CH:2]1. The catalyst class is: 8. (6) Reactant: [CH3:1][N:2]([CH2:4][C:5]1[C:13]2[O:12][N:11]=[C:10]([CH2:14][CH2:15][CH:16]3[CH2:21][CH2:20][N:19]([C:22]4[CH:27]=[CH:26][CH:25]=[CH:24][N:23]=4)[CH2:18][CH2:17]3)[C:9]=2[CH:8]=[CH:7][C:6]=1[O:28][CH2:29][CH:30]1[CH2:32][CH2:31]1)[CH3:3].[ClH:33]. Product: [ClH:33].[ClH:33].[CH3:1][N:2]([CH2:4][C:5]1[C:13]2[O:12][N:11]=[C:10]([CH2:14][CH2:15][CH:16]3[CH2:17][CH2:18][N:19]([C:22]4[CH:27]=[CH:26][CH:25]=[CH:24][N:23]=4)[CH2:20][CH2:21]3)[C:9]=2[CH:8]=[CH:7][C:6]=1[O:28][CH2:29][CH:30]1[CH2:31][CH2:32]1)[CH3:3]. The catalyst class is: 125. (7) Product: [I:22][C:9]1[S:10][C:6]2[C:5]([C:11]#[N:12])=[CH:4][NH:3][C:2](=[O:1])[C:7]=2[CH:8]=1. The catalyst class is: 6. Reactant: [O:1]=[C:2]1[C:7]2[CH:8]=[CH:9][S:10][C:6]=2[C:5]([C:11]#[N:12])=[CH:4][NH:3]1.CN(C=O)C.C(O)(=O)C.[I:22]N1C(=O)CCC1=O.C([O-])(O)=O.[Na+]. (8) The catalyst class is: 10. Reactant: [CH2:1]([O:3][C:4](=[O:16])[CH2:5][N:6]1[C:14]2[C:9](=[CH:10][CH:11]=[C:12]([OH:15])[CH:13]=2)[CH:8]=[CH:7]1)[CH3:2].Cl[CH2:18][C:19]1[C:20]([C:35]([F:38])([F:37])[F:36])=[CH:21][C:22]([C:25]2[CH:30]=[CH:29][C:28]([C:31]([F:34])([F:33])[F:32])=[CH:27][CH:26]=2)=[N:23][CH:24]=1.C(=O)([O-])[O-].[Cs+].[Cs+].[I-].[K+]. Product: [CH2:1]([O:3][C:4](=[O:16])[CH2:5][N:6]1[C:14]2[C:9](=[CH:10][CH:11]=[C:12]([O:15][CH2:18][C:19]3[CH:24]=[N:23][C:22]([C:25]4[CH:30]=[CH:29][C:28]([C:31]([F:33])([F:32])[F:34])=[CH:27][CH:26]=4)=[CH:21][C:20]=3[C:35]([F:36])([F:38])[F:37])[CH:13]=2)[CH:8]=[CH:7]1)[CH3:2].